Dataset: Catalyst prediction with 721,799 reactions and 888 catalyst types from USPTO. Task: Predict which catalyst facilitates the given reaction. (1) Reactant: [Cl:1][C:2]1[CH:15]=[CH:14][C:5]([C:6]([C@@H:8]2[CH2:10][C@H:9]2[C:11]([OH:13])=O)=[O:7])=[CH:4][CH:3]=1.[NH:16]1[CH2:21][CH2:20][CH:19]([N:22]2[CH2:31][C:30]3[C:25](=[CH:26][CH:27]=[CH:28][CH:29]=3)[NH:24][C:23]2=[O:32])[CH2:18][CH2:17]1.CN(C(ON1N=NC2C=CC=CC1=2)=[N+](C)C)C.[B-](F)(F)(F)F.C(N(CC)CC)C.C(O)(=O)CC(CC(O)=O)(C(O)=O)O.[K+].[Br-]. Product: [Cl:1][C:2]1[CH:3]=[CH:4][C:5]([C:6]([C@H:8]2[CH2:10][C@H:9]2[C:11]([N:16]2[CH2:17][CH2:18][CH:19]([N:22]3[CH2:31][C:30]4[C:25](=[CH:26][CH:27]=[CH:28][CH:29]=4)[NH:24][C:23]3=[O:32])[CH2:20][CH2:21]2)=[O:13])=[O:7])=[CH:14][CH:15]=1. The catalyst class is: 145. (2) Reactant: [OH-].[Na+].[CH3:3][C:4]1[CH:5]=[C:6]([NH:11][C:12]([C:14]2[C:15]([S:20][CH2:21][C:22]3[CH:27]=[CH:26][N:25]=[C:24]([C:28]([O:30]CC)=[O:29])[CH:23]=3)=[N:16][CH:17]=[CH:18][CH:19]=2)=[O:13])[CH:7]=[C:8]([CH3:10])[CH:9]=1.Cl. Product: [C:28]([C:24]1[CH:23]=[C:22]([CH2:21][S:20][C:15]2[C:14]([C:12]([NH:11][C:6]3[CH:7]=[C:8]([CH3:10])[CH:9]=[C:4]([CH3:3])[CH:5]=3)=[O:13])=[CH:19][CH:18]=[CH:17][N:16]=2)[CH:27]=[CH:26][N:25]=1)([OH:30])=[O:29]. The catalyst class is: 125. (3) Reactant: Br[C:2]1[CH:11]=[C:10]2[C:5]([C:6](=[O:19])[C:7]3[C:17](=[O:18])[NH:16][S:15][C:8]=3[N:9]2[CH:12]2[CH2:14][CH2:13]2)=[CH:4][C:3]=1[F:20].[C:21]([C:23]1[CH:28]=[CH:27][CH:26]=[CH:25][N:24]=1)#[CH:22].C(NC(C)C)(C)C. Product: [CH:12]1([N:9]2[C:10]3[C:5](=[CH:4][C:3]([F:20])=[C:2]([C:22]#[C:21][C:23]4[CH:28]=[CH:27][CH:26]=[CH:25][N:24]=4)[CH:11]=3)[C:6](=[O:19])[C:7]3[C:17](=[O:18])[NH:16][S:15][C:8]2=3)[CH2:14][CH2:13]1. The catalyst class is: 128. (4) Reactant: [F:1][C:2]1[CH:17]=[CH:16][C:5]([CH2:6][NH:7][NH:8][C:9]([O:11][C:12]([CH3:15])([CH3:14])[CH3:13])=[O:10])=[CH:4][CH:3]=1.[CH:18](OCC)=[O:19]. Product: [F:1][C:2]1[CH:17]=[CH:16][C:5]([CH2:6][N:7]([CH:18]=[O:19])[NH:8][C:9]([O:11][C:12]([CH3:13])([CH3:14])[CH3:15])=[O:10])=[CH:4][CH:3]=1. The catalyst class is: 14.